This data is from Reaction yield outcomes from USPTO patents with 853,638 reactions. The task is: Predict the reaction yield, written as a fraction of the theoretical maximum amount of product (1.0 means a 100% yield; for example, 0.34 means a 34% yield). (1) The reactants are C(O[C:4]1[C:5](=[O:19])[C:6](=[O:18])[C:7]=1[NH:8][C:9]1[CH:14]=[CH:13][C:12]([C:15]#[N:16])=[CH:11][C:10]=1[OH:17])C.[Br:20][C:21]1[CH:27]=[CH:26][CH:25]=[CH:24][C:22]=1[NH2:23].C(OC(=O)C)C. The catalyst is CS(C)=O. The product is [Br:20][C:21]1[CH:27]=[CH:26][CH:25]=[CH:24][C:22]=1[NH:23][C:4]1[C:5](=[O:19])[C:6](=[O:18])[C:7]=1[NH:8][C:9]1[CH:14]=[CH:13][C:12]([C:15]#[N:16])=[CH:11][C:10]=1[OH:17]. The yield is 0.0300. (2) The reactants are [Cl-].[Li+].BrCCBr.I[CH:8]1[CH2:11][N:10]([C:12]([O:14][C:15]([CH3:18])([CH3:17])[CH3:16])=[O:13])[CH2:9]1.[Cl:19][C:20]1[C:21]([F:33])=[C:22](I)[C:23]([O:29][CH2:30][CH3:31])=[C:24]([C:26](=[O:28])[CH3:27])[CH:25]=1. The catalyst is O1CCCC1.[Zn].C([O-])(=O)C.[Pd+2].C([O-])(=O)C.Cl[Si](C)(C)C.II.C1(P(C2CCCCC2)C2C=CC=CC=2C2C(N(C)C)=CC=CC=2N(C)C)CCCCC1.C1(C)C=CC=CC=1. The product is [C:26]([C:24]1[C:23]([O:29][CH2:30][CH3:31])=[C:22]([CH:8]2[CH2:11][N:10]([C:12]([O:14][C:15]([CH3:18])([CH3:17])[CH3:16])=[O:13])[CH2:9]2)[C:21]([F:33])=[C:20]([Cl:19])[CH:25]=1)(=[O:28])[CH3:27]. The yield is 0.450. (3) The catalyst is C(Cl)Cl. The product is [O:1]1[CH:5]=[N:4][N:3]=[C:2]1[C@H:6]([NH2:9])[CH2:7][CH3:8]. The yield is 0.720. The reactants are [O:1]1[CH:5]=[N:4][N:3]=[C:2]1[C@H:6]([NH:9]C(=O)OC(C)(C)C)[CH2:7][CH3:8].C(O)(C(F)(F)F)=O.C(=O)([O-])[O-]. (4) The reactants are [C:1]([O:5][C:6](=[O:41])[CH2:7][O:8][C:9]1[C:14]2[CH2:15][CH2:16][CH2:17][CH2:18][CH:19]([NH:20][S:21]([C:24]3[CH:29]=[CH:28][C:27]([C:30]4[CH:35]=[C:34]([CH3:36])[CH:33]=[C:32]([C:37]([CH3:40])([CH3:39])[CH3:38])[CH:31]=4)=[CH:26][CH:25]=3)(=[O:23])=[O:22])[C:13]=2[CH:12]=[CH:11][CH:10]=1)([CH3:4])([CH3:3])[CH3:2].CI.[C:44]([O-])([O-])=O.[K+].[K+]. The catalyst is CN(C=O)C. The product is [C:1]([O:5][C:6](=[O:41])[CH2:7][O:8][C:9]1[C:14]2[CH2:15][CH2:16][CH2:17][CH2:18][CH:19]([N:20]([S:21]([C:24]3[CH:25]=[CH:26][C:27]([C:30]4[CH:35]=[C:34]([CH3:36])[CH:33]=[C:32]([C:37]([CH3:40])([CH3:39])[CH3:38])[CH:31]=4)=[CH:28][CH:29]=3)(=[O:23])=[O:22])[CH3:44])[C:13]=2[CH:12]=[CH:11][CH:10]=1)([CH3:4])([CH3:3])[CH3:2]. The yield is 0.440. (5) The reactants are [Cl-].[Ce+3].[Cl-].[Cl-].[BH4-:5].[Na+].[C:7]([C:11]1[CH:16]=[CH:15][C:14]([PH:17](=O)[C:18]2[CH:23]=[CH:22][C:21]([C:24]([CH3:27])([CH3:26])[CH3:25])=[CH:20][CH:19]=2)=[CH:13][CH:12]=1)([CH3:10])([CH3:9])[CH3:8].[H-].[Al+3].[Li+].[H-].[H-].[H-].Cl. The catalyst is C1COCC1.O.C1(C)C=CC=CC=1. The product is [C:24]([C:21]1[CH:22]=[CH:23][C:18]([PH:17][C:14]2[CH:13]=[CH:12][C:11]([C:7]([CH3:10])([CH3:9])[CH3:8])=[CH:16][CH:15]=2)=[CH:19][CH:20]=1)([CH3:27])([CH3:26])[CH3:25].[BH3:5]. The yield is 0.750. (6) The reactants are [C:1]([Cl:4])(Cl)=[O:2].N1C=CC=CC=1.C[C:12]1[N:16]([C:17]([O:19][C:20]([CH3:23])([CH3:22])[CH3:21])=[O:18])[C:15]2[CH:24]=[C:25]([C:28]3[CH:29]=[CH:30][C:31]4[O:37][CH2:36][CH2:35][NH:34][CH2:33][C:32]=4[CH:38]=3)[CH:26]=[CH:27][C:14]=2[N:13]=1. The catalyst is C(Cl)(Cl)Cl. The product is [Cl:4][C:1]([N:34]1[CH2:33][C:32]2[CH:38]=[C:28]([C:25]3[CH:26]=[CH:27][C:14]4[N:13]=[CH:12][N:16]([C:17]([O:19][C:20]([CH3:22])([CH3:21])[CH3:23])=[O:18])[C:15]=4[CH:24]=3)[CH:29]=[CH:30][C:31]=2[O:37][CH2:36][CH2:35]1)=[O:2]. The yield is 0.590. (7) The product is [Cl:14][CH2:15][CH2:16][CH2:17][C:18]([C:2]1[CH:3]=[N:4][CH:5]=[C:6]([F:8])[CH:7]=1)=[O:19]. The catalyst is C1COCC1. The yield is 0.730. The reactants are Br[C:2]1[CH:3]=[N:4][CH:5]=[C:6]([F:8])[CH:7]=1.C([Mg]Cl)(C)C.[Cl:14][CH2:15][CH2:16][CH2:17][C:18](N(OC)C)=[O:19]. (8) The reactants are [CH3:1][O:2][C:3]1[CH:15]=[CH:14][C:13]2[C:12]3[C:7](=[CH:8][C:9]([O:16][CH3:17])=[CH:10][CH:11]=3)[NH:6][C:5]=2[CH:4]=1.Br[CH2:19][CH2:20][CH2:21][CH2:22][CH2:23][CH2:24][CH2:25][CH3:26].[OH-].[Na+].CC(C)=O. The catalyst is S([O-])(O)(=O)=O.C([N+](CCCC)(CCCC)CCCC)CCC.O. The product is [CH2:19]([N:6]1[C:5]2[CH:4]=[C:3]([O:2][CH3:1])[CH:15]=[CH:14][C:13]=2[C:12]2[C:7]1=[CH:8][C:9]([O:16][CH3:17])=[CH:10][CH:11]=2)[CH2:20][CH2:21][CH2:22][CH2:23][CH2:24][CH2:25][CH3:26]. The yield is 0.910. (9) The reactants are [Br:1][C:2]1[C:3]([CH3:9])=[CH:4][C:5](Cl)=[N:6][CH:7]=1.O.[NH2:11][NH2:12]. The product is [Br:1][C:2]1[C:3]([CH3:9])=[CH:4][C:5]([NH:11][NH2:12])=[N:6][CH:7]=1. The catalyst is CCO. The yield is 0.530. (10) The reactants are [CH3:1][O:2][C:3]1[CH:8]=[C:7](B2OC(C)(C)C(C)(C)O2)[CH:6]=[CH:5][N:4]=1.Br[C:19]1[CH:20]=[CH:21][C:22]([C:25]([F:28])([F:27])[F:26])=[N:23][CH:24]=1. No catalyst specified. The product is [CH3:1][O:2][C:3]1[CH:8]=[C:7]([C:19]2[CH:24]=[N:23][C:22]([C:25]([F:28])([F:27])[F:26])=[CH:21][CH:20]=2)[CH:6]=[CH:5][N:4]=1. The yield is 0.810.